Dataset: Peptide-MHC class II binding affinity with 134,281 pairs from IEDB. Task: Regression. Given a peptide amino acid sequence and an MHC pseudo amino acid sequence, predict their binding affinity value. This is MHC class II binding data. (1) The peptide sequence is LDSQLNRLKSLTDDLQR. The MHC is DRB1_0701 with pseudo-sequence DRB1_0701. The binding affinity (normalized) is 0.160. (2) The peptide sequence is TMAEVRLAAMFFCAVKK. The MHC is HLA-DQA10501-DQB10402 with pseudo-sequence HLA-DQA10501-DQB10402. The binding affinity (normalized) is 0.444. (3) The peptide sequence is TEAPAAPAEGEKPAE. The MHC is DRB1_0101 with pseudo-sequence DRB1_0101. The binding affinity (normalized) is 0.0897.